Predict the reaction yield, written as a fraction of the theoretical maximum amount of product (1.0 means a 100% yield; for example, 0.34 means a 34% yield). From a dataset of Reaction yield outcomes from USPTO patents with 853,638 reactions. The reactants are [N:1]1[CH:6]=[CH:5][CH:4]=[CH:3][C:2]=1[C:7]1[N:11]=[C:10]([C:12]2[CH:17]=[C:16]([C:18]([O:20]C)=[O:19])[CH:15]=[C:14]([O:22][CH2:23][CH:24]=[CH2:25])[CH:13]=2)[O:9][N:8]=1.[OH-].[Na+]. The catalyst is CO. The product is [N:1]1[CH:6]=[CH:5][CH:4]=[CH:3][C:2]=1[C:7]1[N:11]=[C:10]([C:12]2[CH:17]=[C:16]([C:18]([OH:20])=[O:19])[CH:15]=[C:14]([O:22][CH2:23][CH:24]=[CH2:25])[CH:13]=2)[O:9][N:8]=1. The yield is 0.940.